From a dataset of Catalyst prediction with 721,799 reactions and 888 catalyst types from USPTO. Predict which catalyst facilitates the given reaction. (1) Product: [NH2:14][C:15]1[C:16]2[CH:29]=[C:28]([CH:30]([C:6]3[CH:11]=[CH:10][CH:9]=[CH:8][CH:7]=3)[OH:31])[S:27][C:17]=2[N:18]=[C:19]([C:21]2[O:22][C:23]([CH3:26])=[CH:24][CH:25]=2)[N:20]=1. Reactant: C1COCC1.[C:6]1([Mg]Br)[CH:11]=[CH:10][CH:9]=[CH:8][CH:7]=1.[NH2:14][C:15]1[C:16]2[CH:29]=[C:28]([CH:30]=[O:31])[S:27][C:17]=2[N:18]=[C:19]([C:21]2[O:22][C:23]([CH3:26])=[CH:24][CH:25]=2)[N:20]=1. The catalyst class is: 6. (2) Reactant: Cl[C:2]1[CH:11]=[C:10]([CH3:12])[C:9]2[C:4](=[CH:5][CH:6]=[CH:7][CH:8]=2)[N:3]=1.[NH2:13][CH:14]1[CH2:19][CH2:18][CH2:17][CH:16]([NH2:20])[CH2:15]1. Product: [CH3:12][C:10]1[C:9]2[C:4](=[CH:5][CH:6]=[CH:7][CH:8]=2)[N:3]=[C:2]([NH:13][CH:14]2[CH2:19][CH2:18][CH2:17][CH:16]([NH2:20])[CH2:15]2)[CH:11]=1. The catalyst class is: 17. (3) Product: [F:8][C:7]1[CH:6]=[CH:5][C:4]([CH2:9][N:10]([CH3:23])[C:11]([C:13]2[CH:22]=[CH:21][CH:20]=[C:15]([C:16]([O:18][CH3:19])=[O:17])[CH:14]=2)=[O:12])=[CH:3][C:2]=1[C:40]1[CH:41]=[CH:42][CH:43]=[C:38]([CH2:37][N:34]2[CH2:35][CH2:36][N:31]([C:29]([O:28][C:25]([CH3:27])([CH3:26])[CH3:24])=[O:30])[C@@H:32]([CH3:47])[CH2:33]2)[CH:39]=1. The catalyst class is: 70. Reactant: Br[C:2]1[CH:3]=[C:4]([CH2:9][N:10]([CH3:23])[C:11]([C:13]2[CH:14]=[C:15]([CH:20]=[CH:21][CH:22]=2)[C:16]([O:18][CH3:19])=[O:17])=[O:12])[CH:5]=[CH:6][C:7]=1[F:8].[CH3:24][C:25]([O:28][C:29]([N:31]1[CH2:36][CH2:35][N:34]([CH2:37][C:38]2[CH:39]=[C:40](B(O)O)[CH:41]=[CH:42][CH:43]=2)[CH2:33][C@@H:32]1[CH3:47])=[O:30])([CH3:27])[CH3:26].C([O-])([O-])=O.[K+].[K+]. (4) Reactant: [CH3:1][O:2][C:3]1[CH:8]=[CH:7][C:6]([C:9]2[CH2:14][CH2:13][CH2:12][C:11](=[O:15])[CH:10]=2)=[CH:5][CH:4]=1.[H][H].[Cr](O[Cr]([O-])(=O)=O)([O-])(=O)=O.[NH+]1C=CC=CC=1.[NH+]1C=CC=CC=1.FC(F)(F)C([O-])=O.[NH+]1C=CC=CC=1. Product: [CH3:1][O:2][C:3]1[CH:4]=[CH:5][C:6]([CH:9]2[CH2:14][CH2:13][CH2:12][C:11](=[O:15])[CH2:10]2)=[CH:7][CH:8]=1. The catalyst class is: 886. (5) Reactant: Cl[CH2:2][C:3]([NH:5][C:6]1[CH:11]=[C:10]([CH3:12])[CH:9]=[C:8]([CH3:13])[C:7]=1[OH:14])=[O:4].C(=O)([O-])[O-].[K+].[K+].Cl.O. The catalyst class is: 9. Product: [CH3:12][C:10]1[CH:9]=[C:8]([CH3:13])[C:7]2[O:14][CH2:2][C:3](=[O:4])[NH:5][C:6]=2[CH:11]=1. (6) Reactant: [C:1]([O:5][C:6](=[O:25])[NH:7][C:8]1([CH3:24])[CH2:13][CH2:12][CH2:11][N:10]([C:14]2[C:19]([NH2:20])=[CH:18][N:17]=[C:16]3[CH2:21][CH2:22][CH2:23][C:15]=23)[CH2:9]1)([CH3:4])([CH3:3])[CH3:2].[C:26]([O:30][C:31]([NH:33][C:34]1[S:38][C:37]([C:39]2[C:44]([F:45])=[CH:43][CH:42]=[CH:41][C:40]=2[F:46])=[N:36][C:35]=1[C:47](O)=[O:48])=[O:32])([CH3:29])([CH3:28])[CH3:27].CN(C(ON1N=NC2C=CC=NC1=2)=[N+](C)C)C.F[P-](F)(F)(F)(F)F.CCN(C(C)C)C(C)C. Product: [C:26]([O:30][C:31]([NH:33][C:34]1[S:38][C:37]([C:39]2[C:44]([F:45])=[CH:43][CH:42]=[CH:41][C:40]=2[F:46])=[N:36][C:35]=1[C:47]([NH:20][C:19]1[C:14]([N:10]2[CH2:11][CH2:12][CH2:13][C:8]([NH:7][C:6](=[O:25])[O:5][C:1]([CH3:4])([CH3:2])[CH3:3])([CH3:24])[CH2:9]2)=[C:15]2[CH2:23][CH2:22][CH2:21][C:16]2=[N:17][CH:18]=1)=[O:48])=[O:32])([CH3:29])([CH3:27])[CH3:28]. The catalyst class is: 121. (7) Reactant: [NH2:1][CH2:2][CH2:3][CH2:4][CH2:5][C:6]1[N:7]([CH2:20][CH:21]([CH3:23])[CH3:22])[C:8]2[C:17]3[CH:16]=[CH:15][CH:14]=[CH:13][C:12]=3[N:11]=[C:10]([NH2:18])[C:9]=2[N:19]=1.C(N(CC)CC)C.[N:31]1([C:37](Cl)=[O:38])[CH2:36][CH2:35][O:34][CH2:33][CH2:32]1. Product: [NH2:18][C:10]1[C:9]2[N:19]=[C:6]([CH2:5][CH2:4][CH2:3][CH2:2][NH:1][C:37]([N:31]3[CH2:36][CH2:35][O:34][CH2:33][CH2:32]3)=[O:38])[N:7]([CH2:20][CH:21]([CH3:23])[CH3:22])[C:8]=2[C:17]2[CH:16]=[CH:15][CH:14]=[CH:13][C:12]=2[N:11]=1. The catalyst class is: 4.